From a dataset of Caco-2 cell permeability data measuring drug intestinal absorption for ~900 compounds. Regression/Classification. Given a drug SMILES string, predict its absorption, distribution, metabolism, or excretion properties. Task type varies by dataset: regression for continuous measurements (e.g., permeability, clearance, half-life) or binary classification for categorical outcomes (e.g., BBB penetration, CYP inhibition). For this dataset (caco2_wang), we predict Y. (1) The compound is C[C@@H](NC(=O)C1(NC(=O)C(F)(F)F)CC1)c1ccc(-c2cc(Cl)cc(Cl)c2-c2nnn(C)n2)cc1F. The Y is -4.55 log Papp (cm/s). (2) The compound is CC(C)CC(N)C(=O)NCC(=O)OC[C@@H]1O[C@H](n2cc(F)c(=O)[nH]c2=O)C[C@H]1O. The Y is -5.42 log Papp (cm/s). (3) The drug is CCOC(=O)COc1ccc(C(=O)CN2CCN(C3CCN(C(=O)OC(OC(C)=O)C(C)(C)C)CC3)CC2=O)cc1. The Y is -4.02 log Papp (cm/s). (4) The compound is O=C(CCCN1CCC(O)(c2ccc(Cl)cc2)CC1)c1ccc(F)cc1. The Y is -4.71 log Papp (cm/s). (5) The compound is C/C=C(/C)C(=O)O[C@H](c1cc2ccc(=O)oc2cc1OC)[C@H](O)C(C)(C)O. The Y is -4.81 log Papp (cm/s). (6) The Y is -4.93 log Papp (cm/s). The molecule is O=C(NC1(C(=O)N[C@H](Cc2ccccc2)C(=O)NCCCN2CCOCC2)CCCC1)c1ccc(-c2ccccc2)s1. (7) The molecule is C[C@@H]1NC(=O)[C@@H](C)N(C)C(=O)[C@H](C)NC(=O)[C@@H](C)N(C)C(=O)[C@@H](C)N(C)C(=O)[C@H](C)NC1=O. The Y is -5.30 log Papp (cm/s).